Dataset: Catalyst prediction with 721,799 reactions and 888 catalyst types from USPTO. Task: Predict which catalyst facilitates the given reaction. (1) Reactant: [F:1][C:2]([F:12])([F:11])[CH2:3][CH2:4][C:5](=O)[CH2:6][CH2:7][CH:8]=O.[Cl-].[NH4+:14]. Product: [F:1][C:2]([F:12])([F:11])[CH2:3][CH2:4][C:5]1[NH:14][CH:8]=[CH:7][CH:6]=1. The catalyst class is: 162. (2) Reactant: [OH:1][CH2:2][C@@H:3]1[CH2:7][CH2:6][N:5]([C:8]([O:10][C:11]([CH3:14])([CH3:13])[CH3:12])=[O:9])[CH2:4]1.CCN(C(C)C)C(C)C.[CH3:24][S:25](Cl)(=[O:27])=[O:26]. Product: [CH3:24][S:25]([O:1][CH2:2][C@@H:3]1[CH2:7][CH2:6][N:5]([C:8]([O:10][C:11]([CH3:14])([CH3:13])[CH3:12])=[O:9])[CH2:4]1)(=[O:27])=[O:26]. The catalyst class is: 2. (3) Reactant: CCCC[N+](CCCC)(CCCC)CCCC.[F-].[F:19][C:20]1[CH:25]=[CH:24][C:23]([CH2:26][C:27]([O:29][CH3:30])=[O:28])=[C:22]([C:31]#[C:32][Si](C)(C)C)[CH:21]=1. Product: [C:31]([C:22]1[CH:21]=[C:20]([F:19])[CH:25]=[CH:24][C:23]=1[CH2:26][C:27]([O:29][CH3:30])=[O:28])#[CH:32]. The catalyst class is: 34. (4) Reactant: F[C:2](F)(F)[C:3](O)=O.[CH3:8][O:9][C:10]([C:12]1[CH:13]=[C:14]([CH3:40])[C:15]2[O:21][C:20]3[C:22]([Cl:36])=[CH:23][C:24]([NH:26][CH2:27][CH2:28][NH:29][CH2:30][C:31]4[S:32][CH:33]=[CH:34][CH:35]=4)=[CH:25][C:19]=3[CH2:18][S:17](=[O:38])(=[O:37])[C:16]=2[CH:39]=1)=[O:11].[CH:41](=O)[CH3:42].C([BH3-])#N.[Na+].C(=O)(O)[O-].[Na+]. Product: [CH3:8][O:9][C:10]([C:12]1[CH:13]=[C:14]([CH3:40])[C:15]2[O:21][C:20]3[C:22]([Cl:36])=[CH:23][C:24]([N:26]([CH2:2][CH3:3])[CH2:27][CH2:28][N:29]([CH2:41][CH3:42])[CH2:30][C:31]4[S:32][CH:33]=[CH:34][CH:35]=4)=[CH:25][C:19]=3[CH2:18][S:17](=[O:38])(=[O:37])[C:16]=2[CH:39]=1)=[O:11]. The catalyst class is: 5. (5) Reactant: C([O:3][C:4]([C:6]1[N:7]([CH2:26][CH:27]2[CH2:29][CH2:28]2)[CH:8]=[C:9]([NH:11][C:12]([NH:14][C:15]2[CH:20]=[CH:19][C:18]([O:21][C:22]([F:25])([F:24])[F:23])=[CH:17][CH:16]=2)=[O:13])[N:10]=1)=[O:5])C.O.[OH-].[Na+]. Product: [F:25][C:22]([F:23])([F:24])[O:21][C:18]1[CH:19]=[CH:20][C:15]([NH:14][C:12]([NH:11][C:9]2[N:10]=[C:6]([C:4]([OH:5])=[O:3])[N:7]([CH2:26][CH:27]3[CH2:28][CH2:29]3)[CH:8]=2)=[O:13])=[CH:16][CH:17]=1. The catalyst class is: 8. (6) Reactant: [CH3:1][S:2]([OH:5])(=[O:4])=[O:3].[Si]([O:13][CH2:14][CH2:15][N:16]([C:39]#[N:40])[C:17]1[CH:22]=[CH:21][C:20]([N:23]2[CH2:27][C@H:26]([CH2:28][NH:29][C:30]([C:32]3[S:33][C:34]([Cl:37])=[CH:35][CH:36]=3)=[O:31])[O:25][C:24]2=[O:38])=[CH:19][CH:18]=1)(C(C)(C)C)(C)C. Product: [CH3:1][S:2]([OH:5])(=[O:4])=[O:3].[Cl:37][C:34]1[S:33][C:32]([C:30]([NH:29][CH2:28][C@@H:26]2[O:25][C:24](=[O:38])[N:23]([C:20]3[CH:21]=[CH:22][C:17]([N:16]4[CH2:15][CH2:14][O:13][C:39]4=[NH:40])=[CH:18][CH:19]=3)[CH2:27]2)=[O:31])=[CH:36][CH:35]=1. The catalyst class is: 10. (7) Reactant: [I:1][C:2]1[C:3]([S:11][C:12]2[NH:13][C:14]3[C:19]([N:20]=2)=[C:18]([NH2:21])[N:17]=[CH:16][N:15]=3)=[CH:4][C:5]2[O:9][CH2:8][O:7][C:6]=2[CH:10]=1.O.[CH3:23][O:24][C:25](=[O:42])[CH2:26][CH2:27][CH2:28][CH2:29][CH2:30]OS(C1C=CC(C)=CC=1)(=O)=O.C([O-])([O-])=O.[Cs+].[Cs+]. Product: [CH3:23][O:24][C:25](=[O:42])[CH2:26][CH2:27][CH2:28][CH2:29][CH2:30][N:13]1[C:12]([S:11][C:3]2[C:2]([I:1])=[CH:10][C:6]3[O:7][CH2:8][O:9][C:5]=3[CH:4]=2)=[N:20][C:19]2[C:14]1=[N:15][CH:16]=[N:17][C:18]=2[NH2:21]. The catalyst class is: 3.